Task: Regression. Given a peptide amino acid sequence and an MHC pseudo amino acid sequence, predict their binding affinity value. This is MHC class II binding data.. Dataset: Peptide-MHC class II binding affinity with 134,281 pairs from IEDB (1) The peptide sequence is LLFCALASSCQVAFS. The MHC is HLA-DQA10501-DQB10301 with pseudo-sequence HLA-DQA10501-DQB10301. The binding affinity (normalized) is 0.611. (2) The peptide sequence is KEDFLGSLVKEIPPRLLYAK. The MHC is DRB4_0101 with pseudo-sequence DRB4_0103. The binding affinity (normalized) is 0.844. (3) The MHC is HLA-DPA10201-DPB10501 with pseudo-sequence HLA-DPA10201-DPB10501. The binding affinity (normalized) is 0. The peptide sequence is FDLRAQGINLIIHYV. (4) The peptide sequence is VFGSAFQGLFGGLNW. The MHC is DRB4_0101 with pseudo-sequence DRB4_0103. The binding affinity (normalized) is 0.307. (5) The peptide sequence is LIDVSGITLKQATTA. The MHC is DRB1_1302 with pseudo-sequence DRB1_1302. The binding affinity (normalized) is 0.184. (6) The peptide sequence is EKKYFAATQFEPWAA. The MHC is HLA-DPA10301-DPB10402 with pseudo-sequence HLA-DPA10301-DPB10402. The binding affinity (normalized) is 0.786. (7) The binding affinity (normalized) is 0.608. The peptide sequence is WVAMTKGEGGVWT. The MHC is DRB1_1101 with pseudo-sequence DRB1_1101.